Task: Binary Classification. Given a drug SMILES string, predict its activity (active/inactive) in a high-throughput screening assay against a specified biological target.. Dataset: HIV replication inhibition screening data with 41,000+ compounds from the AIDS Antiviral Screen (1) The drug is O=C(O)CS[Bi](SCC(=O)O)SCC(=O)O. The result is 0 (inactive). (2) The compound is CC[Ge](CC)(CC)OC(=O)C(O[Ge](CC)(CC)CC)c1ccccc1. The result is 0 (inactive). (3) The molecule is O=C1c2cccc3c([N+](=O)[O-])ccc(c23)C(=O)N1CC1CCCO1. The result is 0 (inactive). (4) The compound is CCCC[PH](c1ccccc1)(c1ccccc1)c1ccccc1. The result is 0 (inactive). (5) The molecule is CCN(CC)Cc1c(OC)ccc2[nH]c3c4ccc(Cl)cc4ncc3c12.CCN(CC)Cc1cc2[nH]c3c4ccc(Cl)cc4ncc3c2cc1OC. The result is 0 (inactive).